Dataset: Full USPTO retrosynthesis dataset with 1.9M reactions from patents (1976-2016). Task: Predict the reactants needed to synthesize the given product. (1) Given the product [NH2:8][C:9]1[C:14]([C:15]#[N:16])=[CH:13][N:12]=[C:11]([NH:17][C:18]2[CH:19]=[CH:20][C:21]([S:24](=[O:26])(=[O:25])[NH:6][CH2:5][CH2:4][CH2:3][N:2]([CH3:7])[CH3:1])=[CH:22][CH:23]=2)[N:10]=1, predict the reactants needed to synthesize it. The reactants are: [CH3:1][N:2]([CH3:7])[CH2:3][CH2:4][CH2:5][NH2:6].[NH2:8][C:9]1[C:14]([C:15]#[N:16])=[CH:13][N:12]=[C:11]([NH:17][C:18]2[CH:23]=[CH:22][C:21]([S:24](F)(=[O:26])=[O:25])=[CH:20][CH:19]=2)[N:10]=1. (2) Given the product [CH3:23][N:24]([CH3:25])[C:2]1[N:7]=[C:6]([NH:8][CH:9]([CH2:12][CH3:13])[CH2:10][CH3:11])[C:5]([N+:14]([O-:16])=[O:15])=[CH:4][CH:3]=1, predict the reactants needed to synthesize it. The reactants are: Cl[C:2]1[N:7]=[C:6]([NH:8][CH:9]([CH2:12][CH3:13])[CH2:10][CH3:11])[C:5]([N+:14]([O-:16])=[O:15])=[CH:4][CH:3]=1.C(=O)([O-])[O-].[K+].[K+].[CH3:23][NH:24][CH3:25]. (3) Given the product [Cl:16][P:14]1[C:6]2[CH:5]=[CH:4][CH:3]=[CH:2][C:1]=2[C:7]2[C:8](=[CH:9][CH:10]=[CH:11][CH:12]=2)[O:13]1, predict the reactants needed to synthesize it. The reactants are: [C:1]1([C:7]2[CH:12]=[CH:11][CH:10]=[CH:9][C:8]=2[OH:13])[CH:6]=[CH:5][CH:4]=[CH:3][CH:2]=1.[P:14](Cl)([Cl:16])[O-]. (4) Given the product [Br:1][C:2]1[CH:3]=[C:4]([CH:15]=[CH:16][CH:17]=1)[O:5][C:6]1[CH:14]=[CH:13][C:9]([C:10]2[N:32]([CH:33]3[CH2:34][CH2:16][CH2:17][CH2:2][CH2:3]3)[C:35]3[CH:36]=[CH:8][C:9]([C:13]([O:22][CH2:18][CH3:19])=[O:29])=[CH:10][C:28]=3[N:25]=2)=[CH:8][CH:7]=1, predict the reactants needed to synthesize it. The reactants are: [Br:1][C:2]1[CH:3]=[C:4]([CH:15]=[CH:16][CH:17]=1)[O:5][C:6]1[CH:14]=[CH:13][C:9]([C:10](O)=O)=[CH:8][CH:7]=1.[C:18](Cl)(=[O:22])[C:19](Cl)=O.C[N:25]([CH3:28])C=O.[OH2:29].C([N:32]([CH2:35][CH3:36])[CH2:33][CH3:34])C. (5) Given the product [C:1]12([CH:11]([OH:24])[CH2:12][NH:13][C:14]3[C:15]4[CH2:23][CH2:22][N:21]([C:25]([C:26]5[CH:31]=[CH:30][CH:29]=[CH:28][CH:27]=5)=[O:32])[CH2:20][C:16]=4[N:17]=[CH:18][N:19]=3)[CH2:2][CH:3]3[CH2:4][CH:5]([CH2:6][CH:7]([CH2:9]3)[CH2:8]1)[CH2:10]2, predict the reactants needed to synthesize it. The reactants are: [C:1]12([CH:11]([OH:24])[CH2:12][NH:13][C:14]3[C:15]4[CH2:23][CH2:22][NH:21][CH2:20][C:16]=4[N:17]=[CH:18][N:19]=3)[CH2:10][CH:5]3[CH2:6][CH:7]([CH2:9][CH:3]([CH2:4]3)[CH2:2]1)[CH2:8]2.[C:25](Cl)(=[O:32])[C:26]1[CH:31]=[CH:30][CH:29]=[CH:28][CH:27]=1.C(N(C(C)C)CC)(C)C. (6) Given the product [OH:8][CH2:7][C:6]1[CH:12]=[CH:13][N:14]=[C:4]([C:2]([NH2:1])=[O:3])[CH:5]=1, predict the reactants needed to synthesize it. The reactants are: [NH2:1][C:2]([C:4]1[CH:5]=[C:6]([CH:12]=[CH:13][N:14]=1)[C:7](OCC)=[O:8])=[O:3].[BH4-].[Na+].[Cl-].[Na+]. (7) The reactants are: [Cr]([Cl:5])([O-])(=O)=O.[NH+]1C=CC=CC=1.Cl[C:13]1[CH:18]=[CH:17][CH:16]=[C:15]([CH2:19][OH:20])[C:14]=1[NH:21][C:22](=[O:27])[C:23]([CH3:26])([CH3:25])[CH3:24]. Given the product [Cl:5][C:18]1[CH:17]=[CH:16][C:15]([CH:19]=[O:20])=[C:14]([NH:21][C:22](=[O:27])[C:23]([CH3:26])([CH3:25])[CH3:24])[CH:13]=1, predict the reactants needed to synthesize it.